This data is from Forward reaction prediction with 1.9M reactions from USPTO patents (1976-2016). The task is: Predict the product of the given reaction. (1) Given the reactants [Si:1]([O:8][C:9]1([C:15]([O:17][CH2:18][CH3:19])=[O:16])[CH2:11][CH:10]1C(O)=O)([C:4]([CH3:7])([CH3:6])[CH3:5])([CH3:3])[CH3:2].CC[N:22]([CH:26](C)C)C(C)C.C1C=CC(P(N=[N+]=[N-])(C2C=CC=CC=2)=[O:36])=CC=1.[CH2:46]([OH:53])[C:47]1[CH:52]=[CH:51][CH:50]=[CH:49][CH:48]=1, predict the reaction product. The product is: [CH2:18]([O:17][C:15]([C:9]1([O:8][Si:1]([C:4]([CH3:5])([CH3:6])[CH3:7])([CH3:2])[CH3:3])[CH2:11][CH:10]1[NH:22][C:26]([O:53][CH2:46][C:47]1[CH:52]=[CH:51][CH:50]=[CH:49][CH:48]=1)=[O:36])=[O:16])[CH3:19]. (2) Given the reactants C[O:2][C:3]([C:5]1[N:6]=[N:7][N:8]([CH2:10][C:11]2[C:16]([F:17])=[CH:15][CH:14]=[CH:13][C:12]=2[F:18])[CH:9]=1)=O.[NH3:19], predict the reaction product. The product is: [CH:14]1[CH:13]=[C:12]([F:18])[C:11]([CH2:10][N:8]2[N:7]=[N:6][C:5]([C:3]([NH2:19])=[O:2])=[CH:9]2)=[C:16]([F:17])[CH:15]=1.